This data is from Full USPTO retrosynthesis dataset with 1.9M reactions from patents (1976-2016). The task is: Predict the reactants needed to synthesize the given product. (1) The reactants are: C([N:8](CC1C=CC=CC=1)[C@H:9]1[CH2:14][CH2:13][C@H:12]([N:15]2[CH2:20][CH2:19][CH2:18][CH2:17][CH2:16]2)[CH2:11][CH2:10]1)C1C=CC=CC=1. Given the product [N:15]1([C@H:12]2[CH2:11][CH2:10][C@H:9]([NH2:8])[CH2:14][CH2:13]2)[CH2:20][CH2:19][CH2:18][CH2:17][CH2:16]1, predict the reactants needed to synthesize it. (2) Given the product [CH3:31][C:32]1[CH:33]=[C:34]([NH:39][C:40]([NH:1][C:2]2[CH:7]=[CH:6][C:5]([C:8]3[CH:9]=[CH:10][C:11]([C:14](=[O:30])[CH2:15][CH:16]([CH2:22][CH2:23][C:24]4[CH:25]=[CH:26][CH:27]=[CH:28][CH:29]=4)[C:17]([OH:19])=[O:18])=[CH:12][CH:13]=3)=[CH:4][CH:3]=2)=[O:41])[CH:35]=[CH:36][C:37]=1[CH3:38], predict the reactants needed to synthesize it. The reactants are: [NH2:1][C:2]1[CH:7]=[CH:6][C:5]([C:8]2[CH:13]=[CH:12][C:11]([C:14](=[O:30])[CH2:15][CH:16]([CH2:22][CH2:23][C:24]3[CH:29]=[CH:28][CH:27]=[CH:26][CH:25]=3)[C:17]([O:19]CC)=[O:18])=[CH:10][CH:9]=2)=[CH:4][CH:3]=1.[CH3:31][C:32]1[CH:33]=[C:34]([N:39]=[C:40]=[O:41])[CH:35]=[CH:36][C:37]=1[CH3:38].[OH-].[Na+]. (3) Given the product [Cl:13][C:14]1[CH:19]=[CH:18][C:17]([O:20][C:2]2[CH:7]=[CH:6][C:5]([C:8](=[O:10])[CH3:9])=[C:4]([O:11][CH3:12])[CH:3]=2)=[CH:16][CH:15]=1, predict the reactants needed to synthesize it. The reactants are: F[C:2]1[CH:7]=[CH:6][C:5]([C:8](=[O:10])[CH3:9])=[C:4]([O:11][CH3:12])[CH:3]=1.[Cl:13][C:14]1[CH:19]=[CH:18][C:17]([OH:20])=[CH:16][CH:15]=1.C(=O)([O-])[O-].[K+].[K+].[Cl-].[NH4+]. (4) Given the product [Br:15][C:12]1[N:11]=[CH:10][C:9]([NH:7][C:4]2[CH:5]=[CH:6][N:2]([CH3:1])[N:3]=2)=[CH:14][CH:13]=1, predict the reactants needed to synthesize it. The reactants are: [CH3:1][N:2]1[CH:6]=[CH:5][C:4]([NH2:7])=[N:3]1.B(O)(O)[C:9]1[CH:14]=[CH:13][C:12]([Br:15])=[N:11][CH:10]=1.N1C=CC=CC=1. (5) The reactants are: C([N:8]1[CH2:13][CH2:12][CH2:11][CH2:10][CH:9]1[CH2:14][N:15]([CH:22]1[CH2:30][C:29]2[C:24](=[CH:25][CH:26]=[CH:27][CH:28]=2)[CH2:23]1)[C:16]1[CH:21]=[CH:20][CH:19]=[CH:18][CH:17]=1)C1C=CC=CC=1.C([O-])=O.[NH4+]. Given the product [C:16]1([N:15]([CH:22]2[CH2:30][C:29]3[C:24](=[CH:25][CH:26]=[CH:27][CH:28]=3)[CH2:23]2)[CH2:14][CH:9]2[CH2:10][CH2:11][CH2:12][CH2:13][NH:8]2)[CH:21]=[CH:20][CH:19]=[CH:18][CH:17]=1, predict the reactants needed to synthesize it. (6) Given the product [NH2:22][C:8]1[N:7]=[C:6]([O:5][CH2:1][CH2:2][CH2:3][CH3:4])[N:14]=[C:13]2[C:9]=1[NH:10][C:11](=[O:20])[N:12]2[CH2:15][CH2:16][CH2:17][CH2:18][N:35]1[CH2:36][CH2:37][N:32]([CH2:38][CH2:39][OH:40])[CH2:33][CH2:34]1, predict the reactants needed to synthesize it. The reactants are: [CH2:1]([O:5][C:6]1[N:14]=[C:13]2[C:9]([N:10]=[C:11]([O:20]C)[N:12]2[CH2:15][CH2:16][CH2:17][CH2:18]Cl)=[C:8]([NH2:22])[N:7]=1)[CH2:2][CH2:3][CH3:4].CCN(C(C)C)C(C)C.[N:32]1([CH2:38][CH2:39][OH:40])[CH2:37][CH2:36][NH:35][CH2:34][CH2:33]1. (7) Given the product [CH:5]1[C:6]([C@H:7]2[C@H:12]([CH2:13][O:14][C:15]3[CH:16]=[CH:17][C:18]4[O:23][CH2:22][O:21][C:19]=4[CH:20]=3)[CH2:11][NH:10][CH2:9][CH2:8]2)=[CH:1][CH:2]=[C:3]([F:24])[CH:4]=1, predict the reactants needed to synthesize it. The reactants are: [CH:1]1[C:6]([C@H:7]2[C@H:12]([CH2:13][O:14][C:15]3[CH:16]=[CH:17][C:18]4[O:23][CH2:22][O:21][C:19]=4[CH:20]=3)[CH2:11][NH:10][CH2:9][CH2:8]2)=[CH:5][CH:4]=[C:3]([F:24])[CH:2]=1.Cl.CC(O)C.C1(C)C=CC=CC=1.[OH-].[K+]. (8) Given the product [F:1][C:2]1[C:11]2[O:10][CH2:9][C@H:8]3[C@@H:12]([NH:19][C:22]([NH:24][C:25]4[CH:26]=[CH:27][C:28]([C:31](=[O:32])[C:33]5[CH:38]=[CH:37][C:36]([F:39])=[CH:35][CH:34]=5)=[CH:29][N:30]=4)=[O:47])[C@H:7]3[C:6]=2[C:5]([F:16])=[CH:4][CH:3]=1, predict the reactants needed to synthesize it. The reactants are: [F:1][C:2]1[C:11]2[O:10][CH2:9][C@H:8]3[C@@H:12](C(O)=O)[C@H:7]3[C:6]=2[C:5]([F:16])=[CH:4][CH:3]=1.C([N:19]([CH2:22]C)CC)C.[NH2:24][C:25]1[N:30]=[CH:29][C:28]([C:31]([C:33]2[CH:38]=[CH:37][C:36]([F:39])=[CH:35][CH:34]=2)=[O:32])=[CH:27][CH:26]=1.C1C=CC(P(N=[N+]=[N-])(C2C=CC=CC=2)=[O:47])=CC=1. (9) Given the product [Cl:1][C:2]1[CH:3]=[C:4]([C@@H:8]2[C@@H:13]([C:14]3[CH:15]=[CH:16][C:17]([Cl:20])=[CH:18][CH:19]=3)[N:12]([C@@H:21]([CH2:30][CH3:31])[CH2:22][N:23]3[CH2:27][CH2:26][CH2:25][S:24]3(=[O:29])=[O:28])[C:11](=[O:32])[C@H:10]([CH2:39][C:40]3[CH:45]=[CH:44][CH:43]=[C:42]([O:46][CH3:47])[N:41]=3)[CH2:9]2)[CH:5]=[CH:6][CH:7]=1, predict the reactants needed to synthesize it. The reactants are: [Cl:1][C:2]1[CH:3]=[C:4]([C@@H:8]2[C@@H:13]([C:14]3[CH:19]=[CH:18][C:17]([Cl:20])=[CH:16][CH:15]=3)[N:12]([C@@H:21]([CH2:30][CH3:31])[CH2:22][N:23]3[CH2:27][CH2:26][CH2:25][S:24]3(=[O:29])=[O:28])[C:11](=[O:32])[CH2:10][CH2:9]2)[CH:5]=[CH:6][CH:7]=1.C([Li])(CC)C.I[CH2:39][C:40]1[CH:45]=[CH:44][CH:43]=[C:42]([O:46][CH3:47])[N:41]=1.C(=O)(O)[O-].[Na+]. (10) Given the product [F:40][C:41]1[C:46]([F:47])=[CH:45][C:44]2[NH:48][C:2]([NH:1][C:4]3[CH:24]=[CH:23][C:7]([O:8][C:9]4[C:14]([C:15]5[CH:20]=[CH:19][N:18]=[C:17]([S:21][CH3:22])[N:16]=5)=[CH:13][CH:12]=[CH:11][N:10]=4)=[CH:6][CH:5]=3)=[N:49][C:43]=2[CH:42]=1, predict the reactants needed to synthesize it. The reactants are: [N:1]([C:4]1[CH:24]=[CH:23][C:7]([O:8][C:9]2[C:14]([C:15]3[CH:20]=[CH:19][N:18]=[C:17]([S:21][CH3:22])[N:16]=3)=[CH:13][CH:12]=[CH:11][N:10]=2)=[CH:6][CH:5]=1)=[C:2]=S.C1CCC(N=C=NC2CCCCC2)CC1.[F:40][C:41]1[CH:42]=[C:43]([NH2:49])[C:44]([NH2:48])=[CH:45][C:46]=1[F:47].C1COCC1.